Dataset: CYP2D6 inhibition data for predicting drug metabolism from PubChem BioAssay. Task: Regression/Classification. Given a drug SMILES string, predict its absorption, distribution, metabolism, or excretion properties. Task type varies by dataset: regression for continuous measurements (e.g., permeability, clearance, half-life) or binary classification for categorical outcomes (e.g., BBB penetration, CYP inhibition). Dataset: cyp2d6_veith. (1) The compound is COc1ccccc1N(CC(=O)NCC1CCCO1)C(=O)CNS(=O)(=O)c1ccc(C)cc1. The result is 0 (non-inhibitor). (2) The drug is CSc1nc(N)nc(SCC(=O)Nc2ccc(Cl)cc2)c1C#N. The result is 1 (inhibitor). (3) The molecule is Cc1cc(C)nc(NN2C(=O)/C(=C/c3ccccc3)SC2=S)n1. The result is 0 (non-inhibitor). (4) The drug is N/C(Cc1cccs1)=N\OC(=O)COc1ccc(Br)cc1Cl. The result is 1 (inhibitor). (5) The molecule is Cc1ccc(/C=C2/NC(=O)N(Cc3ccccc3)C2=O)s1. The result is 0 (non-inhibitor).